This data is from Full USPTO retrosynthesis dataset with 1.9M reactions from patents (1976-2016). The task is: Predict the reactants needed to synthesize the given product. (1) Given the product [OH:2][C:3]1[CH:12]=[C:11]([CH3:13])[C:10]2[NH:9][C:8](=[O:14])[C:7]3[S:15][CH:16]=[CH:17][C:6]=3[C:5]=2[C:4]=1[C:18]1[CH:19]=[CH:20][C:21]([CH:24]([CH3:30])[CH2:25][S:26]([NH2:29])(=[O:28])=[O:27])=[CH:22][CH:23]=1, predict the reactants needed to synthesize it. The reactants are: C[O:2][C:3]1[CH:12]=[C:11]([CH3:13])[C:10]2[NH:9][C:8](=[O:14])[C:7]3[S:15][CH:16]=[CH:17][C:6]=3[C:5]=2[C:4]=1[C:18]1[CH:23]=[CH:22][C:21]([CH:24]([CH3:30])[CH2:25][S:26]([NH2:29])(=[O:28])=[O:27])=[CH:20][CH:19]=1.BrB(Br)Br. (2) The reactants are: [N:1]([C:4]1[N:8]([C@@H:9]2[O:21][C@H:20]([CH2:22][O:23][C:24](=[O:26])[CH3:25])[C@@H:15]([O:16][C:17](=[O:19])[CH3:18])[C@H:10]2[O:11][C:12](=[O:14])[CH3:13])[C:7]2[CH:27]=[CH:28][CH:29]=[CH:30][C:6]=2[N:5]=1)=[N+]=[N-]. Given the product [NH2:1][C:4]1[N:8]([C@@H:9]2[O:21][C@H:20]([CH2:22][O:23][C:24](=[O:26])[CH3:25])[C@@H:15]([O:16][C:17](=[O:19])[CH3:18])[C@H:10]2[O:11][C:12](=[O:14])[CH3:13])[C:7]2[CH:27]=[CH:28][CH:29]=[CH:30][C:6]=2[N:5]=1, predict the reactants needed to synthesize it.